Dataset: Full USPTO retrosynthesis dataset with 1.9M reactions from patents (1976-2016). Task: Predict the reactants needed to synthesize the given product. (1) Given the product [C:16]([C:2]1[CH:3]=[C:4]([CH:8]=[CH:9][C:10]=1[O:11][C:12]([F:15])([F:14])[F:13])[C:5]([OH:7])=[O:6])#[N:17], predict the reactants needed to synthesize it. The reactants are: Br[C:2]1[CH:3]=[C:4]([CH:8]=[CH:9][C:10]=1[O:11][C:12]([F:15])([F:14])[F:13])[C:5]([OH:7])=[O:6].[C:16]([Cu])#[N:17]. (2) Given the product [CH3:22][N:20]([CH3:21])[CH2:19][CH2:18][O:17][C:12]1[C:11]([O:10][CH2:3][CH2:4][OH:25])=[CH:16][CH:15]=[CH:14][N:13]=1, predict the reactants needed to synthesize it. The reactants are: N#N.[CH2:3]([O:10][C:11]1[C:12]([O:17][CH2:18][CH2:19][N:20]([CH3:22])[CH3:21])=[N:13][CH:14]=[CH:15][CH:16]=1)[C:4]1C=CC=CC=1.[NH4+].C(=O)([O-])[O-:25].[K+].[K+].C1(=O)OCCO1.